Dataset: Reaction yield outcomes from USPTO patents with 853,638 reactions. Task: Predict the reaction yield, written as a fraction of the theoretical maximum amount of product (1.0 means a 100% yield; for example, 0.34 means a 34% yield). The reactants are [F-].C([N+](CCCC)(CCCC)CCCC)CCC.[O:19]1[CH:23]=[CH:22][C:21]([C:24]2[CH:31]=[CH:30][CH:29]=[CH:28][C:25]=2[CH:26]=[O:27])=[CH:20]1.[F:32][C:33]([Si](C)(C)C)([F:35])[F:34].Cl. The catalyst is C1COCC1. The product is [F:32][C:33]([F:35])([F:34])[CH:26]([C:25]1[CH:28]=[CH:29][CH:30]=[CH:31][C:24]=1[C:21]1[CH:22]=[CH:23][O:19][CH:20]=1)[OH:27]. The yield is 0.900.